From a dataset of Reaction yield outcomes from USPTO patents with 853,638 reactions. Predict the reaction yield, written as a fraction of the theoretical maximum amount of product (1.0 means a 100% yield; for example, 0.34 means a 34% yield). (1) The reactants are [Cl:1][C:2]1[CH:3]=[C:4]([C:8]2[O:12][N:11]=[C:10]([C@@H:13]([N:15](C)[C:16]3[N:20]([CH3:21])[C:19]([C:22]4[CH:27]=[CH:26][N:25]=[CH:24][CH:23]=4)=[N:18][N:17]=3)[CH3:14])[N:9]=2)[CH:5]=[CH:6][CH:7]=1. The catalyst is P(O)(O)(O)=O.C(#N)C. The product is [Cl:1][C:2]1[CH:3]=[C:4]([C:8]2[O:12][N:11]=[C:10]([C@@H:13]([NH:15][C:16]3[N:20]([CH3:21])[C:19]([C:22]4[CH:23]=[CH:24][N:25]=[CH:26][CH:27]=4)=[N:18][N:17]=3)[CH3:14])[N:9]=2)[CH:5]=[CH:6][CH:7]=1. The yield is 0.160. (2) The catalyst is C(O)C.O. The yield is 0.0900. The product is [CH3:12][S:9]([C:6]1[CH:7]=[CH:8][C:3]([N:1]2[C:13]([C:14]3[CH:15]=[CH:16][CH:17]=[CH:18][CH:19]=3)=[C:21]([C:27]#[N:28])[C:22]([S:23][CH3:24])=[N:2]2)=[N:4][CH:5]=1)(=[O:10])=[O:11]. The reactants are [NH:1]([C:3]1[CH:8]=[CH:7][C:6]([S:9]([CH3:12])(=[O:11])=[O:10])=[CH:5][N:4]=1)[NH2:2].[C:13]([C:21]([C:27]#[N:28])=[C:22](SC)[S:23][CH3:24])(=O)[C:14]1[CH:19]=[CH:18][CH:17]=[CH:16][CH:15]=1. (3) The reactants are [CH2:1]([C:4]1[C:8]([CH2:9][CH2:10][CH2:11][OH:12])=[CH:7][N:6]([C:13]2[CH:18]=[CH:17][C:16]([C:19]([F:22])([F:21])[F:20])=[CH:15][N:14]=2)[N:5]=1)[CH2:2][CH3:3].O[C:24]1[CH:25]=[C:26]([CH2:32][CH2:33][C:34]([O:36]CC)=[O:35])[CH:27]=[C:28]([O:30][CH3:31])[CH:29]=1.C(P(CCCC)CCCC)CCC.N(C(N1CCCCC1)=O)=NC(N1CCCCC1)=O. The catalyst is O1CCCC1. The product is [CH3:31][O:30][C:28]1[CH:27]=[C:26]([CH2:32][CH2:33][C:34]([OH:36])=[O:35])[CH:25]=[C:24]([O:12][CH2:11][CH2:10][CH2:9][C:8]2[C:4]([CH2:1][CH2:2][CH3:3])=[N:5][N:6]([C:13]3[CH:18]=[CH:17][C:16]([C:19]([F:21])([F:20])[F:22])=[CH:15][N:14]=3)[CH:7]=2)[CH:29]=1. The yield is 0.480. (4) The reactants are [OH:1][CH2:2][C:3]1[CH:4]=[C:5]([NH:9][C:10](=[O:12])[CH3:11])[CH:6]=[CH:7][CH:8]=1. The catalyst is C1(C)C=CC=CC=1.O=[Mn]=O. The product is [CH:2]([C:3]1[CH:4]=[C:5]([NH:9][C:10](=[O:12])[CH3:11])[CH:6]=[CH:7][CH:8]=1)=[O:1]. The yield is 0.750.